Dataset: NCI-60 drug combinations with 297,098 pairs across 59 cell lines. Task: Regression. Given two drug SMILES strings and cell line genomic features, predict the synergy score measuring deviation from expected non-interaction effect. (1) Drug 1: CN1C(=O)N2C=NC(=C2N=N1)C(=O)N. Drug 2: B(C(CC(C)C)NC(=O)C(CC1=CC=CC=C1)NC(=O)C2=NC=CN=C2)(O)O. Cell line: OVCAR-4. Synergy scores: CSS=20.4, Synergy_ZIP=0.409, Synergy_Bliss=-0.462, Synergy_Loewe=-66.3, Synergy_HSA=-2.36. (2) Drug 1: C1=CN(C(=O)N=C1N)C2C(C(C(O2)CO)O)O.Cl. Drug 2: CC=C1C(=O)NC(C(=O)OC2CC(=O)NC(C(=O)NC(CSSCCC=C2)C(=O)N1)C(C)C)C(C)C. Cell line: HCT116. Synergy scores: CSS=69.7, Synergy_ZIP=1.59, Synergy_Bliss=0.156, Synergy_Loewe=-5.45, Synergy_HSA=-0.393. (3) Drug 1: C1=CN(C=N1)CC(O)(P(=O)(O)O)P(=O)(O)O. Drug 2: CN1C2=C(C=C(C=C2)N(CCCl)CCCl)N=C1CCCC(=O)O.Cl. Cell line: UACC62. Synergy scores: CSS=2.40, Synergy_ZIP=1.27, Synergy_Bliss=3.57, Synergy_Loewe=-0.843, Synergy_HSA=-0.0913. (4) Drug 1: CCC1=CC2CC(C3=C(CN(C2)C1)C4=CC=CC=C4N3)(C5=C(C=C6C(=C5)C78CCN9C7C(C=CC9)(C(C(C8N6C)(C(=O)OC)O)OC(=O)C)CC)OC)C(=O)OC.C(C(C(=O)O)O)(C(=O)O)O. Drug 2: CC1C(C(CC(O1)OC2CC(CC3=C2C(=C4C(=C3O)C(=O)C5=C(C4=O)C(=CC=C5)OC)O)(C(=O)CO)O)N)O.Cl. Cell line: MDA-MB-231. Synergy scores: CSS=35.6, Synergy_ZIP=-2.97, Synergy_Bliss=-3.95, Synergy_Loewe=-0.175, Synergy_HSA=-1.64. (5) Drug 1: CC12CCC(CC1=CCC3C2CCC4(C3CC=C4C5=CN=CC=C5)C)O. Drug 2: CN(C)N=NC1=C(NC=N1)C(=O)N. Cell line: HCT-15. Synergy scores: CSS=22.4, Synergy_ZIP=4.59, Synergy_Bliss=12.8, Synergy_Loewe=8.20, Synergy_HSA=10.4. (6) Drug 1: CC1OCC2C(O1)C(C(C(O2)OC3C4COC(=O)C4C(C5=CC6=C(C=C35)OCO6)C7=CC(=C(C(=C7)OC)O)OC)O)O. Drug 2: CCC(=C(C1=CC=CC=C1)C2=CC=C(C=C2)OCCN(C)C)C3=CC=CC=C3.C(C(=O)O)C(CC(=O)O)(C(=O)O)O. Cell line: CCRF-CEM. Synergy scores: CSS=45.1, Synergy_ZIP=-0.0121, Synergy_Bliss=-1.59, Synergy_Loewe=-17.3, Synergy_HSA=-2.14. (7) Drug 1: CCC1(CC2CC(C3=C(CCN(C2)C1)C4=CC=CC=C4N3)(C5=C(C=C6C(=C5)C78CCN9C7C(C=CC9)(C(C(C8N6C=O)(C(=O)OC)O)OC(=O)C)CC)OC)C(=O)OC)O.OS(=O)(=O)O. Drug 2: CC1=C(C(CCC1)(C)C)C=CC(=CC=CC(=CC(=O)O)C)C. Cell line: UO-31. Synergy scores: CSS=-2.78, Synergy_ZIP=0.209, Synergy_Bliss=-1.97, Synergy_Loewe=-0.763, Synergy_HSA=-3.40. (8) Drug 1: C(=O)(N)NO. Drug 2: C(CN)CNCCSP(=O)(O)O. Cell line: NCI-H322M. Synergy scores: CSS=0.483, Synergy_ZIP=1.78, Synergy_Bliss=2.09, Synergy_Loewe=-0.521, Synergy_HSA=-1.09.